Dataset: Peptide-MHC class I binding affinity with 185,985 pairs from IEDB/IMGT. Task: Regression. Given a peptide amino acid sequence and an MHC pseudo amino acid sequence, predict their binding affinity value. This is MHC class I binding data. The peptide sequence is TVAHQVCPY. The MHC is HLA-A02:11 with pseudo-sequence HLA-A02:11. The binding affinity (normalized) is 0.0847.